The task is: Predict the reactants needed to synthesize the given product.. This data is from Full USPTO retrosynthesis dataset with 1.9M reactions from patents (1976-2016). (1) Given the product [CH2:11]([O:10][C:8]([CH:5]1[CH2:6][CH2:7][CH:2]([N:16]2[CH2:15][CH2:14][N:13]([C:19]([O:21][C:22]([CH3:25])([CH3:24])[CH3:23])=[O:20])[CH2:18][CH2:17]2)[CH2:3][CH2:4]1)=[O:9])[CH3:12], predict the reactants needed to synthesize it. The reactants are: O=[C:2]1[CH2:7][CH2:6][CH:5]([C:8]([O:10][CH2:11][CH3:12])=[O:9])[CH2:4][CH2:3]1.[N:13]1([C:19]([O:21][C:22]([CH3:25])([CH3:24])[CH3:23])=[O:20])[CH2:18][CH2:17][NH:16][CH2:15][CH2:14]1.C(O)(=O)C.C(O[BH-](OC(=O)C)OC(=O)C)(=O)C.[Na+].[OH-].[Na+]. (2) Given the product [C:19]([O:18][C:16]([NH:15][CH:7]([CH2:8][C:9]1[CH:10]=[CH:11][CH:12]=[CH:13][CH:14]=1)[CH:6]=[CH:5][C:4]([OH:23])=[O:3])=[O:17])([CH3:22])([CH3:20])[CH3:21], predict the reactants needed to synthesize it. The reactants are: C([O:3][C:4](=[O:23])[CH:5]=[CH:6][CH:7]([NH:15][C:16]([O:18][C:19]([CH3:22])([CH3:21])[CH3:20])=[O:17])[CH2:8][C:9]1[CH:14]=[CH:13][CH:12]=[CH:11][CH:10]=1)C.[OH-].[Na+].Cl. (3) The reactants are: [Br:1][C:2]1[C:3](Cl)=[N:4][C:5]([NH:8][C:9]2[CH:10]=[CH:11][C:12]([S:15]([NH2:18])(=[O:17])=[O:16])=[N:13][CH:14]=2)=[N:6][CH:7]=1.[SH:20][CH:21]([CH2:25][CH3:26])[C:22](=[O:24])[CH3:23].C(N(CC)CC)C. Given the product [Br:1][C:2]1[C:3]([S:20][CH:21]([CH2:25][CH3:26])[C:22](=[O:24])[CH3:23])=[N:4][C:5]([NH:8][C:9]2[CH:10]=[CH:11][C:12]([S:15]([NH2:18])(=[O:17])=[O:16])=[N:13][CH:14]=2)=[N:6][CH:7]=1, predict the reactants needed to synthesize it. (4) Given the product [CH3:8][O:9][C:10]1[CH:11]=[C:12]([CH:28]=[CH:29][CH:30]=1)[CH2:13][C:14]1[C:15]([CH3:27])=[N:16][C:17]2[N:18]([N:21]=[CH:22][C:23]=2[C:24]([NH:7][CH2:6][CH:2]2[CH2:3][CH2:4][CH2:5][O:1]2)=[O:25])[C:19]=1[CH3:20], predict the reactants needed to synthesize it. The reactants are: [O:1]1[CH2:5][CH2:4][CH2:3][CH:2]1[CH2:6][NH2:7].[CH3:8][O:9][C:10]1[CH:11]=[C:12]([CH:28]=[CH:29][CH:30]=1)[CH2:13][C:14]1[C:15]([CH3:27])=[N:16][C:17]2[N:18]([N:21]=[CH:22][C:23]=2[C:24](O)=[O:25])[C:19]=1[CH3:20]. (5) The reactants are: [CH3:1][O:2][C:3](=[O:35])[CH2:4][C:5]1[CH:6]=[CH:7][C:8]2[O:12][C:11]([NH:13][CH:14]3[CH2:19][CH2:18][N:17]([CH2:20][C:21]4[CH:26]=[C:25]([O:27][CH2:28][CH3:29])[C:24](F)=[C:23]([O:31][CH2:32][CH3:33])[CH:22]=4)[CH2:16][CH2:15]3)=[N:10][C:9]=2[CH:34]=1.C(OC1C=C(C=C(OCC)C=1N1C=[CH:50][N:49]=[N:48]1)C=O)C.[C:55]([BH3-])#[N:56].[Na+].C(N(C(C)C)C(C)C)C. Given the product [CH3:1][O:2][C:3](=[O:35])[CH2:4][C:5]1[CH:6]=[CH:7][C:8]2[O:12][C:11]([NH:13][CH:14]3[CH2:19][CH2:18][N:17]([CH2:20][C:21]4[CH:26]=[C:25]([O:27][CH2:28][CH3:29])[C:24]([N:49]5[CH:50]=[N:56][CH:55]=[N:48]5)=[C:23]([O:31][CH2:32][CH3:33])[CH:22]=4)[CH2:16][CH2:15]3)=[N:10][C:9]=2[CH:34]=1, predict the reactants needed to synthesize it. (6) Given the product [Cl:3][C:4]1[CH:5]=[C:6]([C@H:10]2[C@:11]([C:18]3[CH:19]=[CH:20][C:21]([Cl:24])=[CH:22][CH:23]=3)([CH3:12])[N:13]([CH2:14][CH:15]3[CH2:17][CH2:16]3)[C:34](=[O:35])[C@H:33]([CH2:27][C:28]([OH:30])=[O:29])[O:25]2)[CH:7]=[CH:8][CH:9]=1, predict the reactants needed to synthesize it. The reactants are: [H-].[Na+].[Cl:3][C:4]1[CH:5]=[C:6]([C@H:10]([OH:25])[C:11]([C:18]2[CH:23]=[CH:22][C:21]([Cl:24])=[CH:20][CH:19]=2)([NH:13][CH2:14][CH:15]2[CH2:17][CH2:16]2)[CH3:12])[CH:7]=[CH:8][CH:9]=1.Br[CH2:27][C:28]([O:30]C)=[O:29].C1C[O:35][CH2:34][CH2:33]1. (7) Given the product [CH3:29][C@:21]([NH:30][C:31](=[O:37])[O:32][C:33]([CH3:36])([CH3:35])[CH3:34])([C:18]1[O:17][C:16]([C:14]2[CH:13]=[C:12]([N:38]([CH3:43])[S:39]([CH3:42])(=[O:41])=[O:40])[N:11]=[C:10]([NH:8][C@H:6]([C@H:4]3[CH2:5][C@@H:3]3[CH3:2])[CH3:7])[CH:15]=2)=[N:20][CH:19]=1)[CH2:22][C:23]1[CH:24]=[CH:25][CH:26]=[CH:27][CH:28]=1, predict the reactants needed to synthesize it. The reactants are: [Cl-].[CH3:2][C@H:3]1[CH2:5][C@@H:4]1[C@@H:6]([NH3+:8])[CH3:7].Cl[C:10]1[CH:15]=[C:14]([C:16]2[O:17][C:18]([C@@:21]([NH:30][C:31](=[O:37])[O:32][C:33]([CH3:36])([CH3:35])[CH3:34])([CH3:29])[CH2:22][C:23]3[CH:28]=[CH:27][CH:26]=[CH:25][CH:24]=3)=[CH:19][N:20]=2)[CH:13]=[C:12]([N:38]([CH3:43])[S:39]([CH3:42])(=[O:41])=[O:40])[N:11]=1.[O-]P([O-])([O-])=O.[K+].[K+].[K+]. (8) Given the product [F:10][C:3]1[CH:2]=[CH:9][CH:8]=[C:7]([O:12][CH3:11])[C:4]=1[C:5]#[N:6], predict the reactants needed to synthesize it. The reactants are: F[C:2]1[C:3]([F:10])=[C:4]([CH:7]=[CH:8][CH:9]=1)[C:5]#[N:6].[CH3:11][O-:12].[Na+].O. (9) Given the product [C:36]([CH2:39][CH2:40][CH2:41][CH2:42][CH2:43][N:44]1[C:52]2[C:47](=[CH:48][CH:49]=[CH:50][CH:51]=2)[C:46]([CH3:53])([CH3:54])[C:45]1=[CH:55][C+:28]1[C:31]([O-:32])=[C:30]([CH:20]=[C:10]2[C:11]([CH3:19])([CH3:18])[C:12]3[C:17](=[CH:16][CH:15]=[CH:14][CH:13]=3)[N:9]2[CH2:8][C:7]2[CH:6]=[C:5]([N+:2]([O-:4])=[O:3])[CH:23]=[C:22]([N+:24]([O-:26])=[O:25])[CH:21]=2)[C+:29]1[O-:34])([OH:38])=[O:37], predict the reactants needed to synthesize it. The reactants are: [I-].[N+:2]([C:5]1[CH:6]=[C:7]([CH:21]=[C:22]([N+:24]([O-:26])=[O:25])[CH:23]=1)[CH2:8][N+:9]1[C:17]2[C:12](=[CH:13][CH:14]=[CH:15][CH:16]=2)[C:11]([CH3:19])([CH3:18])[C:10]=1[CH3:20])([O-:4])=[O:3].O[C:28]1[C:29](=[O:34])[C:30](=O)[C:31]=1[OH:32].[I-].[C:36]([CH2:39][CH2:40][CH2:41][CH2:42][CH2:43][N+:44]1[C:52]2[C:47](=[CH:48][CH:49]=[CH:50][CH:51]=2)[C:46]([CH3:54])([CH3:53])[C:45]=1[CH3:55])([OH:38])=[O:37].C(OC(=O)C)(=O)C.